From a dataset of Forward reaction prediction with 1.9M reactions from USPTO patents (1976-2016). Predict the product of the given reaction. (1) Given the reactants [N:1]([O-])=O.[Na+].[NH2:5][C:6]1[CH:7]=[CH:8][C:9]([O:12][CH3:13])=[N:10][CH:11]=1.Cl.[CH3:15][O:16][C:17](=[O:32])[CH:18]([NH:23][C:24]([C:26]1[CH:31]=[CH:30][CH:29]=[CH:28][N:27]=1)=O)C(OC)=O.C(=O)([O-])[O-].[K+].[K+], predict the reaction product. The product is: [CH3:15][O:16][C:17]([C:18]1[N:23]=[C:24]([C:26]2[CH:31]=[CH:30][CH:29]=[CH:28][N:27]=2)[N:5]([C:6]2[CH:11]=[N:10][C:9]([O:12][CH3:13])=[CH:8][CH:7]=2)[N:1]=1)=[O:32]. (2) Given the reactants [CH2:1](N(CC)CC)C.C[Si](N([Si](C)(C)C)C(=O)C(F)(F)F)(C)C.[C:23]([N:30]1[CH2:37][C@@H:36]([N:38]=[N+:39]=[N-:40])[CH2:35][C@H:31]1[C:32]([OH:34])=[O:33])([O:25][C:26]([CH3:29])([CH3:28])[CH3:27])=[O:24].CN(C(ON1N=NC2C=CC=NC1=2)=[N+](C)C)C.F[P-](F)(F)(F)(F)F, predict the reaction product. The product is: [CH3:1][O:33][C:32](=[O:34])[C@@H:31]1[CH2:35][C@H:36]([N:38]=[N+:39]=[N-:40])[CH2:37][N:30]1[C:23]([O:25][C:26]([CH3:29])([CH3:28])[CH3:27])=[O:24]. (3) Given the reactants [CH3:1][O:2][CH2:3][O:4][C:5]1[C:10](=[O:11])[N:9]([CH2:12][O:13][CH3:14])[CH:8]=[C:7]([S:15][CH2:16][CH2:17][C:18](OC)=O)[CH:6]=1.CC(C)([O-])C.[K+].Cl[CH2:29][C:30]1[CH:35]=[CH:34]C(CC)=[CH:32][CH:31]=1, predict the reaction product. The product is: [CH2:35]([C:30]1[CH:29]=[CH:18][C:17]([CH2:16][S:15][C:7]2[CH:6]=[C:5]([O:4][CH2:3][O:2][CH3:1])[C:10](=[O:11])[N:9]([CH2:12][O:13][CH3:14])[CH:8]=2)=[CH:32][CH:31]=1)[CH3:34]. (4) Given the reactants [C:1]([O:5][C:6](=[O:17])[NH:7][C:8]([C:11](=[O:16])N(OC)C)([CH3:10])[CH3:9])([CH3:4])([CH3:3])[CH3:2].[Li+].[B-](CC)(CC)CC.C(O)(=O)CC(CC(O)=O)(C(O)=O)O, predict the reaction product. The product is: [C:1]([O:5][C:6](=[O:17])[NH:7][C:8]([CH3:10])([CH3:9])[CH:11]=[O:16])([CH3:4])([CH3:2])[CH3:3]. (5) The product is: [CH3:22][C:17]([CH3:23])([NH:1][CH2:2][CH2:3][N:4]([CH2:8][CH2:9][NH2:10])[CH2:5][CH2:6][NH:7][C:17]([CH3:23])([CH3:22])[C:18](=[N:20][OH:21])[CH3:19])[C:18](=[N:20][OH:21])[CH3:19]. Given the reactants [NH2:1][CH2:2][CH2:3][N:4]([CH2:8][CH2:9][NH2:10])[CH2:5][CH2:6][NH2:7].C(=O)(O)[O-].[Na+].Cl[C:17]([CH3:23])([CH3:22])[CH:18]([N:20]=[O:21])[CH3:19], predict the reaction product. (6) Given the reactants Cl[C:2]1[N:3]=[N:4][C:5]([C:8]2[CH:9]=[N:10][N:11]([CH3:13])[CH:12]=2)=[CH:6][CH:7]=1.[F:14][C:15]([F:30])([C:20]1[CH:21]=[C:22]2[C:27](=[CH:28][CH:29]=1)[N:26]=[CH:25][CH:24]=[CH:23]2)[C:16]([NH:18][NH2:19])=O.CS(O)(=O)=O, predict the reaction product. The product is: [F:30][C:15]([F:14])([C:16]1[N:3]2[N:4]=[C:5]([C:8]3[CH:9]=[N:10][N:11]([CH3:13])[CH:12]=3)[CH:6]=[CH:7][C:2]2=[N:19][N:18]=1)[C:20]1[CH:21]=[C:22]2[C:27](=[CH:28][CH:29]=1)[N:26]=[CH:25][CH:24]=[CH:23]2. (7) Given the reactants [H-].[Na+].[O:3]=[C:4]([CH3:11])[CH2:5][C:6]([O:8][CH2:9][CH3:10])=[O:7].Br[CH2:13][C:14]1[CH:19]=[CH:18][CH:17]=[C:16]([O:20][C:21]([F:24])([F:23])[F:22])[CH:15]=1.[NH4+].[Cl-], predict the reaction product. The product is: [O:3]=[C:4]([CH3:11])[CH:5]([CH2:13][C:14]1[CH:19]=[CH:18][CH:17]=[C:16]([O:20][C:21]([F:22])([F:23])[F:24])[CH:15]=1)[C:6]([O:8][CH2:9][CH3:10])=[O:7]. (8) Given the reactants [Cl:1][C:2]1[N:3]=[N:4][C:5](Cl)=[CH:6][CH:7]=1.[CH3:9][N:10]1[CH:14]=[C:13](B2OC(C)(C)C(C)(C)O2)[CH:12]=[N:11]1.C([O-])([O-])=O.[Na+].[Na+].C([O-])([O-])=O.[K+].[K+], predict the reaction product. The product is: [Cl:1][C:2]1[N:3]=[N:4][C:5]([C:13]2[CH:12]=[N:11][N:10]([CH3:9])[CH:14]=2)=[CH:6][CH:7]=1. (9) The product is: [C:31]([O:35][C:36]([N:21]1[C:22]2[C:27](=[CH:26][CH:25]=[C:24]([Cl:28])[CH:23]=2)/[C:19](=[CH:18]/[C:12]2[CH:13]=[C:14]([Cl:17])[CH:15]=[CH:16][C:11]=2[O:10][CH2:9][CH2:8][NH:7][C:6]([O:5][C:1]([CH3:4])([CH3:2])[CH3:3])=[O:30])/[C:20]1=[O:29])=[O:37])([CH3:34])([CH3:33])[CH3:32]. Given the reactants [C:1]([O:5][C:6](=[O:30])[NH:7][CH2:8][CH2:9][O:10][C:11]1[CH:16]=[CH:15][C:14]([Cl:17])=[CH:13][C:12]=1/[CH:18]=[C:19]1\[C:20](=[O:29])[NH:21][C:22]2[C:27]\1=[CH:26][CH:25]=[C:24]([Cl:28])[CH:23]=2)([CH3:4])([CH3:3])[CH3:2].[C:31]([O:35][C:36](O[C:36]([O:35][C:31]([CH3:34])([CH3:33])[CH3:32])=[O:37])=[O:37])([CH3:34])([CH3:33])[CH3:32], predict the reaction product. (10) Given the reactants [N:1]1([C:10]2[CH:18]=[CH:17][C:13]([C:14]([OH:16])=O)=[CH:12][C:11]=2[C:19]([F:22])([F:21])[F:20])[C:5]2[CH2:6][CH2:7][CH2:8][CH2:9][C:4]=2[N:3]=[CH:2]1.C[N:24](C(ON1N=NC2C=CC=CC1=2)=[N+](C)C)C.[B-](F)(F)(F)F.[Cl:45][C:46]1[CH:57]=[CH:56][C:49]2[NH:50][C:51]([CH2:53][CH2:54]N)=[N:52][C:48]=2[CH:47]=1.ClCl, predict the reaction product. The product is: [Cl:45][C:46]1[CH:57]=[CH:56][C:49]2[NH:50][C:51]([CH:53]([NH:24][C:14](=[O:16])[C:13]3[CH:17]=[CH:18][C:10]([N:1]4[C:5]5[CH2:6][CH2:7][CH2:8][CH2:9][C:4]=5[N:3]=[CH:2]4)=[C:11]([C:19]([F:20])([F:21])[F:22])[CH:12]=3)[CH3:54])=[N:52][C:48]=2[CH:47]=1.